Dataset: Catalyst prediction with 721,799 reactions and 888 catalyst types from USPTO. Task: Predict which catalyst facilitates the given reaction. (1) Reactant: [Si]([O:8][CH:9]1[CH2:14][CH2:13][N:12]([C:15]2[N:20]=[CH:19][C:18]([C:21]3[CH:26]=[CH:25][C:24]([C:27]([O:29][CH3:30])=[O:28])=[CH:23][N:22]=3)=[CH:17][CH:16]=2)[CH2:11][CH2:10]1)(C(C)(C)C)(C)C.CCCC[N+](CCCC)(CCCC)CCCC.[F-]. Product: [OH:8][CH:9]1[CH2:10][CH2:11][N:12]([C:15]2[N:20]=[CH:19][C:18]([C:21]3[CH:26]=[CH:25][C:24]([C:27]([O:29][CH3:30])=[O:28])=[CH:23][N:22]=3)=[CH:17][CH:16]=2)[CH2:13][CH2:14]1. The catalyst class is: 1. (2) Reactant: [H-].[H-].[H-].[H-].[Li+].[Al+3].[Cl:7][C:8]1[CH:28]=[CH:27][C:26]([Cl:29])=[C:25]([CH3:30])[C:9]=1[C:10]([C:12]1[C:17]([CH3:18])=[CH:16][C:15]([O:19][CH3:20])=[C:14]([O:21][CH3:22])[C:13]=1[O:23][CH3:24])=[O:11].C([O-])(O)=O.[Na+]. Product: [Cl:7][C:8]1[CH:28]=[CH:27][C:26]([Cl:29])=[C:25]([CH3:30])[C:9]=1[CH:10]([OH:11])[C:12]1[C:17]([CH3:18])=[CH:16][C:15]([O:19][CH3:20])=[C:14]([O:21][CH3:22])[C:13]=1[O:23][CH3:24]. The catalyst class is: 7. (3) Reactant: [F:1][C@H:2]1[CH2:5][C@H:4]([OH:6])[CH2:3]1.N1C=CC=CC=1.[C:13]1([CH3:33])[CH:18]=[CH:17][C:16]([S:19](O[S:19]([C:16]2[CH:17]=[CH:18][C:13]([CH3:33])=[CH:14][CH:15]=2)(=[O:21])=[O:20])(=[O:21])=[O:20])=[CH:15][CH:14]=1. Product: [C:13]1([CH3:33])[CH:18]=[CH:17][C:16]([S:19]([O:6][C@H:4]2[CH2:5][C@H:2]([F:1])[CH2:3]2)(=[O:21])=[O:20])=[CH:15][CH:14]=1. The catalyst class is: 4. (4) Product: [C:8]([C:6]1[CH:5]=[CH:4][C:3]([NH:10][C@H:11]2[CH2:15][CH2:14][C@@H:13]([C:16]([O:18][CH2:19][CH3:20])=[O:17])[CH2:12]2)=[C:2]([CH3:21])[CH:7]=1)#[N:9]. The catalyst class is: 600. Reactant: Br[C:2]1[CH:7]=[C:6]([C:8]#[N:9])[CH:5]=[CH:4][C:3]=1[NH:10][C@H:11]1[CH2:15][CH2:14][C@@H:13]([C:16]([O:18][CH2:19][CH3:20])=[O:17])[CH2:12]1.[C:21](=O)([O-])[O-].[Cs+].[Cs+].CB1OB(C)OB(C)O1. (5) Reactant: [Cl:1][C:2]1[CH:21]=[CH:20][C:5]2[O:6][C:7]3[CH:19]=[CH:18][CH:17]=[CH:16][C:8]=3[C@H:9]3[CH2:13][N:12]([CH3:14])[C:11](=[O:15])[C@H:10]3[C:4]=2[CH:3]=1.[OH-].[K+].C(OCC)(=[O:26])C. Product: [Cl:1][C:2]1[CH:21]=[CH:20][C:5]2[O:6][C:7]3[CH:19]=[CH:18][CH:17]=[CH:16][C:8]=3[C@@H:9]([CH2:13][NH:12][CH3:14])[C@H:10]([C:11]([OH:15])=[O:26])[C:4]=2[CH:3]=1. The catalyst class is: 8.